This data is from Catalyst prediction with 721,799 reactions and 888 catalyst types from USPTO. The task is: Predict which catalyst facilitates the given reaction. (1) Reactant: II.[Mg].Br[CH:5]([CH2:9][CH2:10][CH3:11])[CH2:6][CH2:7][CH3:8].Cl[C:13]1[N:18]2[N:19]=[C:20]([CH3:22])[CH:21]=[C:17]2[N:16]=[C:15]([CH3:23])[CH:14]=1. Product: [CH2:6]([CH:5]([C:13]1[N:18]2[N:19]=[C:20]([CH3:22])[CH:21]=[C:17]2[N:16]=[C:15]([CH3:23])[CH:14]=1)[CH2:9][CH2:10][CH3:11])[CH2:7][CH3:8]. The catalyst class is: 247. (2) Reactant: [CH3:1][O:2][C:3]([NH:5][C@@H:6]1[CH:14]2[C:15](=[O:54])[CH2:16][C@H:17]([C:19]3[NH:20][C:21]([C:24]4[CH:29]=[CH:28][C:27]([C:30]5[CH:35]=[CH:34][C:33]([C:36]6[NH:40][C:39]([C@@H:41]7[CH2:46][O:45][CH2:44][CH2:43][N:42]7C(OC(C)(C)C)=O)=[N:38][CH:37]=6)=[CH:32][CH:31]=5)=[CH:26][CH:25]=4)=[CH:22][N:23]=3)[CH2:18][N:12]3[C:13]2=[C:9]([CH:10]=[CH:11]3)[CH2:8][CH2:7]1)=[O:4].C(O)(C(F)(F)F)=O. Product: [NH:42]1[CH2:43][CH2:44][O:45][CH2:46][C@H:41]1[C:39]1[NH:40][C:36]([C:33]2[CH:32]=[CH:31][C:30]([C:27]3[CH:28]=[CH:29][C:24]([C:21]4[NH:20][C:19]([C@@H:17]5[CH2:18][N:12]6[C:13]7[CH:14]([C@@H:6]([NH:5][C:3](=[O:4])[O:2][CH3:1])[CH2:7][CH2:8][C:9]=7[CH:10]=[CH:11]6)[C:15](=[O:54])[CH2:16]5)=[N:23][CH:22]=4)=[CH:25][CH:26]=3)=[CH:35][CH:34]=2)=[CH:37][N:38]=1. The catalyst class is: 4. (3) Reactant: [N+:1]([C:4]1[C:13]2[N:12]=[CH:11][CH:10]=[CH:9][C:8]=2[C:7]([C:14]#[N:15])=[CH:6][CH:5]=1)([O-])=O.Cl[Sn]Cl. Product: [NH2:1][C:4]1[C:13]2[N:12]=[CH:11][CH:10]=[CH:9][C:8]=2[C:7]([C:14]#[N:15])=[CH:6][CH:5]=1. The catalyst class is: 422.